Task: Predict the reactants needed to synthesize the given product.. Dataset: Full USPTO retrosynthesis dataset with 1.9M reactions from patents (1976-2016) (1) Given the product [O:1]1[C:5]2[CH:6]=[CH:7][CH:8]=[CH:9][C:4]=2[N:3]=[C:2]1[CH2:10][NH:11][C:32]([C:28]1[S:27][C:26]([N:23]2[CH:24]=[CH:25][C:20]([O:19][CH2:12][C:13]3[CH:18]=[CH:17][CH:16]=[CH:15][CH:14]=3)=[CH:21][C:22]2=[O:35])=[N:30][C:29]=1[CH3:31])=[O:33], predict the reactants needed to synthesize it. The reactants are: [O:1]1[C:5]2[CH:6]=[CH:7][CH:8]=[CH:9][C:4]=2[N:3]=[C:2]1[CH2:10][NH2:11].[CH2:12]([O:19][C:20]1[CH:25]=[CH:24][N:23]([C:26]2[S:27][C:28]([C:32](O)=[O:33])=[C:29]([CH3:31])[N:30]=2)[C:22](=[O:35])[CH:21]=1)[C:13]1[CH:18]=[CH:17][CH:16]=[CH:15][CH:14]=1. (2) Given the product [F:1][C:2]1[C:3]([CH3:37])=[C:4]([C:15]2[CH:20]=[CH:19][CH:18]=[C:17]([CH2:21][O:22][C:23]3[CH:36]=[CH:35][C:26]4[C@H:27]([CH2:30][C:31]([OH:33])=[O:32])[CH2:28][O:29][C:25]=4[CH:24]=3)[CH:16]=2)[C:5]([CH3:14])=[CH:6][C:7]=1[O:8][C@H:9]1[CH2:13][CH2:12][O:11][CH2:10]1, predict the reactants needed to synthesize it. The reactants are: [F:1][C:2]1[C:3]([CH3:37])=[C:4]([C:15]2[CH:20]=[CH:19][CH:18]=[C:17]([CH2:21][O:22][C:23]3[CH:36]=[CH:35][C:26]4[C@H:27]([CH2:30][C:31]([O:33]C)=[O:32])[CH2:28][O:29][C:25]=4[CH:24]=3)[CH:16]=2)[C:5]([CH3:14])=[CH:6][C:7]=1[O:8][C@H:9]1[CH2:13][CH2:12][O:11][CH2:10]1.[OH-].[Li+]. (3) Given the product [F:9][C:4]1[CH:3]=[C:2]([B:13]2[O:14][C:15]([CH3:17])([CH3:16])[C:11]([CH3:27])([CH3:10])[O:12]2)[CH:8]=[CH:7][C:5]=1[NH2:6], predict the reactants needed to synthesize it. The reactants are: Br[C:2]1[CH:8]=[CH:7][C:5]([NH2:6])=[C:4]([F:9])[CH:3]=1.[CH3:10][C:11]1([CH3:27])[C:15]([CH3:17])([CH3:16])[O:14][B:13]([B:13]2[O:14][C:15]([CH3:17])([CH3:16])[C:11]([CH3:27])([CH3:10])[O:12]2)[O:12]1.C([O-])(=O)C.[K+]. (4) The reactants are: [Br:1][C:2]1[CH:9]=[CH:8][C:5]([CH:6]=O)=[C:4](F)[CH:3]=1.[H-].[Na+].[SH:13][CH2:14][C:15]([O:17][CH3:18])=[O:16]. Given the product [Br:1][C:2]1[CH:9]=[CH:8][C:5]2[CH:6]=[C:14]([C:15]([O:17][CH3:18])=[O:16])[S:13][C:4]=2[CH:3]=1, predict the reactants needed to synthesize it. (5) Given the product [CH3:24][S:25][C:26]1[CH:33]=[CH:32][C:29]([CH2:30][NH:31][C:18]([C:12]2[CH:11]=[C:10]3[C:15]([CH:16]=[CH:17][N:8]([CH2:7][C:6]4[CH:5]=[CH:4][C:3]([C:1]#[N:2])=[CH:23][CH:22]=4)[C:9]3=[O:21])=[CH:14][CH:13]=2)=[O:20])=[CH:28][CH:27]=1, predict the reactants needed to synthesize it. The reactants are: [C:1]([C:3]1[CH:23]=[CH:22][C:6]([CH2:7][N:8]2[CH:17]=[CH:16][C:15]3[C:10](=[CH:11][C:12]([C:18]([OH:20])=O)=[CH:13][CH:14]=3)[C:9]2=[O:21])=[CH:5][CH:4]=1)#[N:2].[CH3:24][S:25][C:26]1[CH:33]=[CH:32][C:29]([CH2:30][NH2:31])=[CH:28][CH:27]=1. (6) Given the product [CH3:24][C:23]1[CH:22]=[C:21]([CH3:25])[NH:20][C:19](=[O:26])[C:18]=1[CH2:17][NH:16][C:14]([C:4]1[C:5]2[CH:10]=[N:9][N:8]([CH:11]([CH3:13])[CH3:12])[C:6]=2[N:7]=[C:2]([C:36]2[CH:37]=[CH:38][CH:39]=[C:34]([C:33](=[O:49])[NH:32][CH2:31][CH2:30][CH2:29][N:28]([CH3:50])[CH3:27])[CH:35]=2)[CH:3]=1)=[O:15], predict the reactants needed to synthesize it. The reactants are: Br[C:2]1[CH:3]=[C:4]([C:14]([NH:16][CH2:17][C:18]2[C:19](=[O:26])[NH:20][C:21]([CH3:25])=[CH:22][C:23]=2[CH3:24])=[O:15])[C:5]2[CH:10]=[N:9][N:8]([CH:11]([CH3:13])[CH3:12])[C:6]=2[N:7]=1.[CH3:27][N:28]([CH3:50])[CH2:29][CH2:30][CH2:31][NH:32][C:33](=[O:49])[C:34]1[CH:39]=[CH:38][CH:37]=[C:36](B2OC(C)(C)C(C)(C)O2)[CH:35]=1.C([O-])([O-])=O.[Na+].[Na+].CCOC(C)=O.